This data is from Full USPTO retrosynthesis dataset with 1.9M reactions from patents (1976-2016). The task is: Predict the reactants needed to synthesize the given product. (1) Given the product [CH:1]1([C:6]([N:24]2[CH2:25][CH2:26][C@:27]3([CH3:30])[C@@H:28]([CH3:29])[C@H:23]2[CH2:22][C:21]2[CH:31]=[C:32]([N+:33]([O-:35])=[O:34])[C:18]([O:17][CH3:16])=[C:19]([N+:36]([O-:38])=[O:37])[C:20]=23)=[O:7])[CH2:5][CH2:4][CH2:3][CH2:2]1, predict the reactants needed to synthesize it. The reactants are: [CH:1]1([C:6](Cl)=[O:7])[CH2:5][CH2:4][CH2:3][CH2:2]1.FC(F)(F)C(O)=O.[CH3:16][O:17][C:18]1[C:32]([N+:33]([O-:35])=[O:34])=[CH:31][C:21]2[CH2:22][C@@H:23]3[C@H:28]([CH3:29])[C@:27]([CH3:30])([C:20]=2[C:19]=1[N+:36]([O-:38])=[O:37])[CH2:26][CH2:25][NH:24]3.C([O-])([O-])=O.[Na+].[Na+]. (2) The reactants are: C1C=CC(P(C2C=CC=CC=2)C2C=CC=CC=2)=CC=1.[OH:20][C:21]1[CH:26]=[CH:25][C:24]([C:27]2[N:28]([S:36]([CH3:39])(=[O:38])=[O:37])[C:29]3[C:34]([CH:35]=2)=[CH:33][CH:32]=[CH:31][CH:30]=3)=[CH:23][CH:22]=1.[N:40]1([CH2:46][CH2:47][CH2:48]O)[CH2:45][CH2:44][CH2:43][CH2:42][CH2:41]1. Given the product [N:40]1([CH2:46][CH2:47][CH2:48][O:20][C:21]2[CH:26]=[CH:25][C:24]([C:27]3[N:28]([S:36]([CH3:39])(=[O:38])=[O:37])[C:29]4[C:34]([CH:35]=3)=[CH:33][CH:32]=[CH:31][CH:30]=4)=[CH:23][CH:22]=2)[CH2:45][CH2:44][CH2:43][CH2:42][CH2:41]1, predict the reactants needed to synthesize it. (3) Given the product [N:14]1[CH:19]=[CH:18][CH:17]=[CH:16][C:15]=1[CH2:20][NH:21][C:2]1[C:3](=[O:13])[C:4]2[C:9]([C:10](=[O:12])[CH:11]=1)=[CH:8][CH:7]=[CH:6][CH:5]=2, predict the reactants needed to synthesize it. The reactants are: Br[C:2]1[C:3](=[O:13])[C:4]2[C:9]([C:10](=[O:12])[CH:11]=1)=[CH:8][CH:7]=[CH:6][CH:5]=2.[N:14]1[CH:19]=[CH:18][CH:17]=[CH:16][C:15]=1[CH2:20][NH2:21]. (4) Given the product [N:31]1[CH:32]=[CH:33][CH:34]=[CH:35][C:30]=1[CH2:29][NH:28][C:9]([C:10]1[CH:11]=[CH:12][C:13]([O:16][C:17](=[O:26])[N:18]([CH3:25])[C:19]2[CH:20]=[CH:21][CH:22]=[CH:23][CH:24]=2)=[CH:14][CH:15]=1)=[O:27], predict the reactants needed to synthesize it. The reactants are: O=C1CCC(=O)N1O[C:9](=[O:27])[C:10]1[CH:15]=[CH:14][C:13]([O:16][C:17](=[O:26])[N:18]([CH3:25])[C:19]2[CH:24]=[CH:23][CH:22]=[CH:21][CH:20]=2)=[CH:12][CH:11]=1.[NH2:28][CH2:29][C:30]1[CH:35]=[CH:34][CH:33]=[CH:32][N:31]=1. (5) Given the product [C:3]([C:5]1[CH:52]=[CH:51][C:8]([CH2:9][CH2:10][NH:11][CH2:12][C@:13]23[CH2:47][CH2:46][C@@H:45]([C:48]([CH3:50])=[CH2:49])[C@@H:14]2[C@@H:15]2[C@@:28]([CH3:31])([CH2:29][CH2:30]3)[C@@:27]3([CH3:32])[C@@H:18]([C@:19]4([CH3:44])[C@@H:24]([CH2:25][CH2:26]3)[C:23]([CH3:34])([CH3:33])[C:22]([C:35]3[CH:43]=[CH:42][C:38]([C:39]([OH:41])=[O:40])=[CH:37][CH:36]=3)=[CH:21][CH2:20]4)[CH2:17][CH2:16]2)=[CH:7][CH:6]=1)([OH:4])=[O:2], predict the reactants needed to synthesize it. The reactants are: C[O:2][C:3]([C:5]1[CH:52]=[CH:51][C:8]([CH2:9][CH2:10][NH:11][CH2:12][C@:13]23[CH2:47][CH2:46][C@@H:45]([C:48]([CH3:50])=[CH2:49])[C@@H:14]2[C@@H:15]2[C@@:28]([CH3:31])([CH2:29][CH2:30]3)[C@@:27]3([CH3:32])[C@@H:18]([C@:19]4([CH3:44])[C@@H:24]([CH2:25][CH2:26]3)[C:23]([CH3:34])([CH3:33])[C:22]([C:35]3[CH:43]=[CH:42][C:38]([C:39]([OH:41])=[O:40])=[CH:37][CH:36]=3)=[CH:21][CH2:20]4)[CH2:17][CH2:16]2)=[CH:7][CH:6]=1)=[O:4].[OH-].[Li+].O.